This data is from Full USPTO retrosynthesis dataset with 1.9M reactions from patents (1976-2016). The task is: Predict the reactants needed to synthesize the given product. Given the product [CH2:1]([C:5]1[N:10]2[N:11]=[CH:12][N:13]=[C:9]2[N:8]([CH:14]2[CH2:23][CH2:22][CH:17]([OH:18])[CH2:16][CH2:15]2)[C:7](=[O:24])[C:6]=1[CH2:25][C:26]1[CH:31]=[CH:30][C:29]([C:32]2[C:33]([C:38]#[N:39])=[CH:34][CH:35]=[CH:36][CH:37]=2)=[CH:28][CH:27]=1)[CH2:2][CH2:3][CH3:4], predict the reactants needed to synthesize it. The reactants are: [CH2:1]([C:5]1[N:10]2[N:11]=[CH:12][N:13]=[C:9]2[N:8]([CH:14]2[CH2:23][CH2:22][C:17]3(OCC[O:18]3)[CH2:16][CH2:15]2)[C:7](=[O:24])[C:6]=1[CH2:25][C:26]1[CH:31]=[CH:30][C:29]([C:32]2[C:33]([C:38]#[N:39])=[CH:34][CH:35]=[CH:36][CH:37]=2)=[CH:28][CH:27]=1)[CH2:2][CH2:3][CH3:4].Cl.O1CCCC1.[BH4-].[Na+].